Dataset: Forward reaction prediction with 1.9M reactions from USPTO patents (1976-2016). Task: Predict the product of the given reaction. (1) Given the reactants CS(O[CH2:6][C:7]1[CH:12]=[C:11]([O:13][CH2:14][CH2:15][CH2:16][CH2:17][CH2:18][CH2:19][CH2:20][CH2:21]/[CH:22]=[CH:23]\[CH2:24]/[CH:25]=[CH:26]\[CH2:27][CH2:28][CH2:29][CH2:30][CH3:31])[N:10]=[C:9]([O:32][CH2:33][CH2:34][CH2:35][CH2:36][CH2:37][CH2:38][CH2:39][CH2:40]/[CH:41]=[CH:42]\[CH2:43]/[CH:44]=[CH:45]\[CH2:46][CH2:47][CH2:48][CH2:49][CH3:50])[CH:8]=1)(=O)=O.[CH3:51][NH:52][CH3:53], predict the reaction product. The product is: [CH2:14]([O:13][C:11]1[CH:12]=[C:7]([CH2:6][N:52]([CH3:53])[CH3:51])[CH:8]=[C:9]([O:32][CH2:33][CH2:34][CH2:35][CH2:36][CH2:37][CH2:38][CH2:39][CH2:40]/[CH:41]=[CH:42]\[CH2:43]/[CH:44]=[CH:45]\[CH2:46][CH2:47][CH2:48][CH2:49][CH3:50])[N:10]=1)[CH2:15][CH2:16][CH2:17][CH2:18][CH2:19][CH2:20][CH2:21]/[CH:22]=[CH:23]\[CH2:24]/[CH:25]=[CH:26]\[CH2:27][CH2:28][CH2:29][CH2:30][CH3:31]. (2) Given the reactants [C:1]([O:5][C:6]([NH:8][C@@H:9]([CH:13]([CH3:15])[CH3:14])[C:10]([OH:12])=O)=[O:7])([CH3:4])([CH3:3])[CH3:2].CCN(C(C)C)C(C)C.CN(C(ON1N=NC2C=CC=NC1=2)=[N+](C)C)C.F[P-](F)(F)(F)(F)F.FC(F)(F)C(O)=O.[F:56][C:57]1[CH:62]=[CH:61][CH:60]=[C:59]([F:63])[C:58]=1[NH:64][C:65]([C@@H:67]1[CH2:76][C:75]2[C:70](=[CH:71][CH:72]=[CH:73][CH:74]=2)[CH2:69][NH:68]1)=[O:66], predict the reaction product. The product is: [F:56][C:57]1[CH:62]=[CH:61][CH:60]=[C:59]([F:63])[C:58]=1[NH:64][C:65]([C@@H:67]1[CH2:76][C:75]2[C:70](=[CH:71][CH:72]=[CH:73][CH:74]=2)[CH2:69][N:68]1[C:10](=[O:12])[C@@H:9]([NH:8][C:6](=[O:7])[O:5][C:1]([CH3:2])([CH3:3])[CH3:4])[CH:13]([CH3:15])[CH3:14])=[O:66]. (3) Given the reactants C([O:3][C:4](=[O:34])[CH2:5][N:6]1[CH2:10][C@@H:9]([CH2:11][C:12]([CH3:15])([CH3:14])[CH3:13])[C@@:8]([C:18]2[CH:23]=[CH:22][C:21]([Cl:24])=[CH:20][C:19]=2[F:25])([C:16]#[N:17])[C@H:7]1[C:26]1[CH:31]=[CH:30][CH:29]=[C:28]([Cl:32])[C:27]=1[F:33])C.[Li+].[OH-], predict the reaction product. The product is: [Cl:32][C:28]1[C:27]([F:33])=[C:26]([C@@H:7]2[C@:8]([C:18]3[CH:23]=[CH:22][C:21]([Cl:24])=[CH:20][C:19]=3[F:25])([C:16]#[N:17])[C@H:9]([CH2:11][C:12]([CH3:14])([CH3:15])[CH3:13])[CH2:10][N:6]2[CH2:5][C:4]([OH:34])=[O:3])[CH:31]=[CH:30][CH:29]=1. (4) Given the reactants O=S(Cl)Cl.[Br:5][C:6]1[CH:7]=[C:8]([CH:12]=[CH:13][C:14]=1[OH:15])[C:9]([OH:11])=O.CCN(C(C)C)C(C)C.[F:25][C:26]([F:36])([F:35])[O:27][C:28]1[CH:34]=[CH:33][C:31]([NH2:32])=[CH:30][CH:29]=1.[OH-].[Na+], predict the reaction product. The product is: [Br:5][C:6]1[CH:7]=[C:8]([CH:12]=[CH:13][C:14]=1[OH:15])[C:9]([NH:32][C:31]1[CH:33]=[CH:34][C:28]([O:27][C:26]([F:25])([F:35])[F:36])=[CH:29][CH:30]=1)=[O:11].